This data is from CYP1A2 inhibition data for predicting drug metabolism from PubChem BioAssay. The task is: Regression/Classification. Given a drug SMILES string, predict its absorption, distribution, metabolism, or excretion properties. Task type varies by dataset: regression for continuous measurements (e.g., permeability, clearance, half-life) or binary classification for categorical outcomes (e.g., BBB penetration, CYP inhibition). Dataset: cyp1a2_veith. (1) The drug is CC(C)(C)c1cc(C=C(C#N)C#N)cc(C(C)(C)C)c1O. The result is 1 (inhibitor). (2) The compound is O=CN1CCN(C[C@H](O)CN2CCCCC2)CC1. The result is 0 (non-inhibitor). (3) The compound is C/C(=N\Nc1nc(-c2ccc(C)cc2)nc2ccccc12)c1ccc([N+](=O)[O-])cc1. The result is 1 (inhibitor).